This data is from Forward reaction prediction with 1.9M reactions from USPTO patents (1976-2016). The task is: Predict the product of the given reaction. Given the reactants [CH:1]1([C@H:5]([NH:14][C:15]2[N:23]=[C:22]([C:24]([O:26][CH3:27])=[O:25])[N:21]=[C:20]3[C:16]=2[N:17]([CH2:35][C:36]2[CH:41]=[CH:40][C:39]([C:42]([F:45])([F:44])[F:43])=[CH:38][CH:37]=2)[C:18]([C:28]2[CH:33]=[CH:32][CH:31]=[C:30]([CH3:34])[CH:29]=2)=[N:19]3)[CH2:6][CH2:7][CH2:8]OS(C)(=O)=O)[CH2:4][CH2:3][CH2:2]1.Cl.[CH3:47][NH:48][CH3:49].C(N(CC)CC)C, predict the reaction product. The product is: [CH:1]1([C@H:5]([NH:14][C:15]2[N:23]=[C:22]([C:24]([O:26][CH3:27])=[O:25])[N:21]=[C:20]3[C:16]=2[N:17]([CH2:35][C:36]2[CH:37]=[CH:38][C:39]([C:42]([F:45])([F:44])[F:43])=[CH:40][CH:41]=2)[C:18]([C:28]2[CH:33]=[CH:32][CH:31]=[C:30]([CH3:34])[CH:29]=2)=[N:19]3)[CH2:6][CH2:7][CH2:8][N:48]([CH3:49])[CH3:47])[CH2:2][CH2:3][CH2:4]1.